From a dataset of Catalyst prediction with 721,799 reactions and 888 catalyst types from USPTO. Predict which catalyst facilitates the given reaction. (1) The catalyst class is: 598. Product: [CH3:1][N:2]1[C:6]([B:16]2[O:20][C:19]([CH3:22])([CH3:21])[C:18]([CH3:24])([CH3:23])[O:17]2)=[CH:5][CH:4]=[N:3]1. Reactant: [CH3:1][N:2]1[CH:6]=[CH:5][CH:4]=[N:3]1.[Li]CCCC.C(O[B:16]1[O:20][C:19]([CH3:22])([CH3:21])[C:18]([CH3:24])([CH3:23])[O:17]1)(C)C. (2) Reactant: C[O:2][C:3](=[O:38])[CH2:4][CH2:5][C:6]1[CH:15]=[CH:14][C:13]2[N:12]([CH2:16][CH2:17][CH2:18][NH:19][C:20]([O:22][C:23]([CH3:26])([CH3:25])[CH3:24])=[O:21])[C:11](=[O:27])[C:10]3=[C:28]([CH3:37])[N:29]([CH:31]4[CH2:36][CH2:35][CH2:34][CH2:33][O:32]4)[N:30]=[C:9]3[C:8]=2[CH:7]=1.[OH-].[Na+].Cl. Product: [C:23]([O:22][C:20]([NH:19][CH2:18][CH2:17][CH2:16][N:12]1[C:13]2[CH:14]=[CH:15][C:6]([CH2:5][CH2:4][C:3]([OH:38])=[O:2])=[CH:7][C:8]=2[C:9]2=[N:30][N:29]([CH:31]3[CH2:36][CH2:35][CH2:34][CH2:33][O:32]3)[C:28]([CH3:37])=[C:10]2[C:11]1=[O:27])=[O:21])([CH3:26])([CH3:24])[CH3:25]. The catalyst class is: 20. (3) The catalyst class is: 36. Reactant: [C:1]([C:3]1[CH:8]=[CH:7][C:6]([N:9]([CH2:16][C:17]([F:20])([F:19])[F:18])[C@H:10]([C:12]([O:14]C)=[O:13])[CH3:11])=[CH:5][C:4]=1[C:21]([F:24])([F:23])[F:22])#[N:2].[OH-].[Na+].Cl. Product: [C:1]([C:3]1[CH:8]=[CH:7][C:6]([N:9]([CH2:16][C:17]([F:18])([F:19])[F:20])[C@H:10]([C:12]([OH:14])=[O:13])[CH3:11])=[CH:5][C:4]=1[C:21]([F:22])([F:24])[F:23])#[N:2]. (4) Reactant: [Cl-].O[NH3+:3].[C:4](=[O:7])([O-])[OH:5].[Na+].CS(C)=O.[CH2:13]([N:20]1[C:25](=[O:26])[C:24]([CH2:27][C:28]2[CH:33]=[CH:32][C:31]([C:34]3[C:35]([C:40]#[N:41])=[CH:36][CH:37]=[CH:38][CH:39]=3)=[CH:30][CH:29]=2)=[C:23]([CH2:42][CH2:43][CH2:44][CH3:45])[N:22]=[C:21]1[O:46][CH3:47])[C:14]1[CH:19]=[CH:18][CH:17]=[CH:16][CH:15]=1. Product: [CH2:13]([N:20]1[C:25](=[O:26])[C:24]([CH2:27][C:28]2[CH:33]=[CH:32][C:31]([C:34]3[CH:39]=[CH:38][CH:37]=[CH:36][C:35]=3[C:40]3[NH:3][C:4](=[O:7])[O:5][N:41]=3)=[CH:30][CH:29]=2)=[C:23]([CH2:42][CH2:43][CH2:44][CH3:45])[N:22]=[C:21]1[O:46][CH3:47])[C:14]1[CH:15]=[CH:16][CH:17]=[CH:18][CH:19]=1. The catalyst class is: 13.